This data is from Forward reaction prediction with 1.9M reactions from USPTO patents (1976-2016). The task is: Predict the product of the given reaction. (1) Given the reactants [F:1][C:2]1[CH:7]=[C:6]([F:8])[CH:5]=[CH:4][C:3]=1B(O)O.Br[C:13]1[CH:18]=[CH:17][CH:16]=[CH:15][CH:14]=1.C(=O)([O-])[O-].[Na+].[Na+], predict the reaction product. The product is: [F:1][C:2]1[CH:7]=[C:6]([F:8])[CH:5]=[CH:4][C:3]=1[C:13]1[CH:18]=[CH:17][CH:16]=[CH:15][CH:14]=1. (2) Given the reactants [P:1]([O-:5])([O-:4])([O-:3])=[O:2].[Na+].[Na+].[Na+].[Cl-].[Ca+2:10].[Cl-], predict the reaction product. The product is: [P:1]([O-:5])([O-:4])([O-:3])=[O:2].[Ca+2:10].[P:1]([O-:5])([O-:4])([O-:3])=[O:2].[Ca+2:10].[Ca+2:10]. (3) Given the reactants Cl.[C:2]12([CH2:12][CH2:13][N:14]([CH2:22][CH2:23][CH2:24][CH2:25][CH3:26])[C:15]([C@H:17]3[CH2:21][CH2:20][CH2:19][NH:18]3)=[O:16])[CH2:11][CH:6]3[CH2:7][CH:8]([CH2:10][CH:4]([CH2:5]3)[CH2:3]1)[CH2:9]2.C(=O)([O-])[O-].[K+].[K+].CI.Cl.[Cl:36][CH2:37][CH2:38][C:39]1[CH:44]=[CH:43][N:42]=[CH:41][CH:40]=1.[OH-].[Na+], predict the reaction product. The product is: [ClH:36].[C:2]12([CH2:12][CH2:13][N:14]([CH2:22][CH2:23][CH2:24][CH2:25][CH3:26])[C:15]([C@H:17]3[CH2:21][CH2:20][CH2:19][N:18]3[CH2:37][CH2:38][C:39]3[CH:44]=[CH:43][N:42]=[CH:41][CH:40]=3)=[O:16])[CH2:9][CH:8]3[CH2:10][CH:4]([CH2:5][CH:6]([CH2:7]3)[CH2:11]1)[CH2:3]2. (4) Given the reactants Br[C:2]1[C:10]2[C:9]([NH:11][C@H:12]([C:14]3[N:19]([C:20]4[CH:25]=[CH:24][CH:23]=[CH:22][CH:21]=4)[C:18](=[O:26])[C:17]4=[C:27]([CH3:30])[CH:28]=[CH:29][N:16]4[N:15]=3)[CH3:13])=[N:8][CH:7]=[N:6][C:5]=2[N:4]([CH2:31][O:32][CH2:33][CH2:34][Si:35]([CH3:38])([CH3:37])[CH3:36])[CH:3]=1.[CH3:39][N:40]([CH3:63])[C:41](=[O:62])[C:42]1[CH:47]=[C:46](B2OC(C)(C)C(C)(C)O2)[CH:45]=[C:44]([NH:57][S:58]([CH3:61])(=[O:60])=[O:59])[CH:43]=1.C(=O)([O-])[O-].[Na+].[Na+], predict the reaction product. The product is: [CH3:39][N:40]([CH3:63])[C:41](=[O:62])[C:42]1[CH:43]=[C:44]([NH:57][S:58]([CH3:61])(=[O:60])=[O:59])[CH:45]=[C:46]([C:2]2[C:10]3[C:9]([NH:11][C@H:12]([C:14]4[N:19]([C:20]5[CH:25]=[CH:24][CH:23]=[CH:22][CH:21]=5)[C:18](=[O:26])[C:17]5=[C:27]([CH3:30])[CH:28]=[CH:29][N:16]5[N:15]=4)[CH3:13])=[N:8][CH:7]=[N:6][C:5]=3[N:4]([CH2:31][O:32][CH2:33][CH2:34][Si:35]([CH3:38])([CH3:37])[CH3:36])[CH:3]=2)[CH:47]=1. (5) Given the reactants CN(C=O)C.[OH:6][C:7]1[CH:20]=[CH:19][C:10]2[C:11]([CH2:14][C:15]([CH3:18])([CH3:17])[CH3:16])=[N:12][O:13][C:9]=2[C:8]=1[CH2:21][CH2:22][CH3:23].[Br:24][CH2:25][CH2:26][CH2:27]Br.CCOCC, predict the reaction product. The product is: [CH2:21]([C:8]1[C:9]2[O:13][N:12]=[C:11]([CH2:14][C:15]([CH3:16])([CH3:17])[CH3:18])[C:10]=2[CH:19]=[CH:20][C:7]=1[O:6][CH2:27][CH2:26][CH2:25][Br:24])[CH2:22][CH3:23]. (6) Given the reactants [ClH:1].[CH:2]([O:5][C:6]1[CH:11]=[CH:10][CH:9]=[CH:8][C:7]=1[N:12]1[CH2:18][CH2:17][CH2:16][N:15](C(OC(C)(C)C)=O)[CH2:14][CH2:13]1)([CH3:4])[CH3:3], predict the reaction product. The product is: [ClH:1].[CH:2]([O:5][C:6]1[CH:11]=[CH:10][CH:9]=[CH:8][C:7]=1[N:12]1[CH2:18][CH2:17][CH2:16][NH:15][CH2:14][CH2:13]1)([CH3:4])[CH3:3]. (7) Given the reactants Cl.C([N:5]1[CH2:10][CH2:9][CH2:8][CH:7]([C:11]([C:13]2[CH:18]=[CH:17][C:16]([N:19]3C(=O)C4C(=CC=CC=4)C3=O)=[CH:15][CH:14]=2)=[O:12])[CH2:6]1)(=O)C, predict the reaction product. The product is: [NH2:19][C:16]1[CH:17]=[CH:18][C:13]([C:11]([CH:7]2[CH2:8][CH2:9][CH2:10][NH:5][CH2:6]2)=[O:12])=[CH:14][CH:15]=1.